This data is from Reaction yield outcomes from USPTO patents with 853,638 reactions. The task is: Predict the reaction yield, written as a fraction of the theoretical maximum amount of product (1.0 means a 100% yield; for example, 0.34 means a 34% yield). (1) The reactants are [C:1]([C:4]1[C:22](=[O:23])[C@@:8]2([CH3:24])[C:9]3[C:15]([OH:16])=[CH:14][C:13]([O:17][CH3:18])=[C:12]([C:19]([NH2:21])=[O:20])[C:10]=3[O:11][C:7]2=[CH:6][C:5]=1[OH:25])(=[O:3])[CH3:2].[N:26]1[CH:31]=[CH:30][CH:29]=[C:28]([CH:32]=O)[CH:27]=1.C([SiH](CC)CC)C.FC(F)(F)C(O)=O. The catalyst is C1(C)C=CC=CC=1. The product is [C:1]([C:4]1[C:22](=[O:23])[C@@:8]2([CH3:24])[C:9]3[C:15]([OH:16])=[CH:14][C:13]([O:17][CH3:18])=[C:12]([C:19]([NH:21][CH2:32][C:28]4[CH:27]=[N:26][CH:31]=[CH:30][CH:29]=4)=[O:20])[C:10]=3[O:11][C:7]2=[CH:6][C:5]=1[OH:25])(=[O:3])[CH3:2]. The yield is 0.190. (2) The reactants are [CH3:1][O:2][C:3]1[CH:10]=[C:9]([O:11][CH3:12])[CH:8]=[CH:7][C:4]=1[CH2:5][NH2:6].[Si:13]([O:20][CH2:21][C:22]([N:25]1[C:29]2[N:30]=[C:31](Cl)[N:32]=[CH:33][C:28]=2[C:27]([C:35]([C:37]2[CH:38]=[N:39][CH:40]=[C:41]([N:43]=C(C3C=CC=CC=3)C3C=CC=CC=3)[CH:42]=2)=[O:36])=[CH:26]1)([CH3:24])[CH3:23])([C:16]([CH3:19])([CH3:18])[CH3:17])([CH3:15])[CH3:14]. The catalyst is CN(C)C1C=CN=CC=1.O1CCOCC1. The product is [NH2:43][C:41]1[CH:42]=[C:37]([C:35]([C:27]2[C:28]3[CH:33]=[N:32][C:31]([NH:6][CH2:5][C:4]4[CH:7]=[CH:8][C:9]([O:11][CH3:12])=[CH:10][C:3]=4[O:2][CH3:1])=[N:30][C:29]=3[N:25]([C:22]([CH3:24])([CH3:23])[CH2:21][O:20][Si:13]([C:16]([CH3:19])([CH3:18])[CH3:17])([CH3:14])[CH3:15])[CH:26]=2)=[O:36])[CH:38]=[N:39][CH:40]=1. The yield is 0.780. (3) The reactants are [CH3:1][S:2](Cl)(=[O:4])=[O:3].Cl.[CH3:7][O:8][C:9](=[O:15])[C@@H:10]1[CH2:14][CH2:13][CH2:12][NH:11]1.C(N(CC)CC)C. The catalyst is C(Cl)Cl.C(OCC)(=O)C. The product is [CH3:1][S:2]([N:11]1[CH2:12][CH2:13][CH2:14][CH:10]1[C:9]([O:8][CH3:7])=[O:15])(=[O:4])=[O:3]. The yield is 0.720. (4) The reactants are [Cl:1][C:2]1[CH:10]=[CH:9][C:8]([N:11]([CH3:20])[S:12]([C:15]2[S:16][CH:17]=[CH:18][CH:19]=2)(=[O:14])=[O:13])=[C:7]2[C:3]=1[CH:4]=[C:5]([C:21]([NH2:23])=O)[NH:6]2.COC1C=CC(P2(SP(C3C=CC(OC)=CC=3)(=S)S2)=[S:33])=CC=1. The catalyst is O1CCCC1. The product is [Cl:1][C:2]1[CH:10]=[CH:9][C:8]([N:11]([CH3:20])[S:12]([C:15]2[S:16][CH:17]=[CH:18][CH:19]=2)(=[O:14])=[O:13])=[C:7]2[C:3]=1[CH:4]=[C:5]([C:21](=[S:33])[NH2:23])[NH:6]2. The yield is 0.870.